Dataset: Peptide-MHC class I binding affinity with 185,985 pairs from IEDB/IMGT. Task: Regression. Given a peptide amino acid sequence and an MHC pseudo amino acid sequence, predict their binding affinity value. This is MHC class I binding data. (1) The peptide sequence is ILFDRLPIA. The MHC is HLA-A02:11 with pseudo-sequence HLA-A02:11. The binding affinity (normalized) is 1.00. (2) The peptide sequence is MESMNKEEM. The MHC is Mamu-A11 with pseudo-sequence Mamu-A11. The binding affinity (normalized) is 0.344. (3) The peptide sequence is HLSLRGLPV. The MHC is HLA-A02:01 with pseudo-sequence HLA-A02:01. The binding affinity (normalized) is 0.128. (4) The peptide sequence is LVSSGNTLY. The MHC is HLA-A26:01 with pseudo-sequence HLA-A26:01. The binding affinity (normalized) is 0.338. (5) The peptide sequence is QASQEVKNW. The MHC is HLA-A02:01 with pseudo-sequence HLA-A02:01. The binding affinity (normalized) is 0. (6) The MHC is HLA-A25:01 with pseudo-sequence HLA-A25:01. The peptide sequence is WQQIGLVEV. The binding affinity (normalized) is 0.0847. (7) The peptide sequence is IFLIITKVF. The MHC is HLA-B08:02 with pseudo-sequence HLA-B08:02. The binding affinity (normalized) is 0.0847.